This data is from Peptide-MHC class II binding affinity with 134,281 pairs from IEDB. The task is: Regression. Given a peptide amino acid sequence and an MHC pseudo amino acid sequence, predict their binding affinity value. This is MHC class II binding data. (1) The peptide sequence is VIDWLVSNQSVRNRQEGLY. The MHC is HLA-DQA10101-DQB10501 with pseudo-sequence HLA-DQA10101-DQB10501. The binding affinity (normalized) is 0.246. (2) The peptide sequence is QKRGIVKENIIDLTKI. The MHC is DRB1_0301 with pseudo-sequence DRB1_0301. The binding affinity (normalized) is 0.271. (3) The peptide sequence is VKQNTLKLATGMRNV. The MHC is DRB3_0202 with pseudo-sequence DRB3_0202. The binding affinity (normalized) is 0.406. (4) The binding affinity (normalized) is 0.385. The peptide sequence is EEREVLMWKFDSALARKH. The MHC is HLA-DQA10501-DQB10201 with pseudo-sequence HLA-DQA10501-DQB10201. (5) The peptide sequence is TKEDLFGKKNLIPSS. The MHC is DRB5_0101 with pseudo-sequence DRB5_0101. The binding affinity (normalized) is 0. (6) The peptide sequence is NVSHIQSAVVCGRRH. The MHC is DRB1_1101 with pseudo-sequence DRB1_1101. The binding affinity (normalized) is 0.358.